Predict the product of the given reaction. From a dataset of Forward reaction prediction with 1.9M reactions from USPTO patents (1976-2016). (1) The product is: [C:30]1([O:20][C:19]([C:17]2[N:18]=[C:14]([CH:11]3[CH2:12][CH2:13][N:8]([C:6]([O:5][C:1]([CH3:4])([CH3:2])[CH3:3])=[O:7])[CH2:9][CH2:10]3)[S:15][CH:16]=2)=[O:21])[C:31]2[C:26](=[CH:25][CH:24]=[CH:23][CH:22]=2)[CH:27]=[CH:28][CH:29]=1. Given the reactants [C:1]([O:5][C:6]([N:8]1[CH2:13][CH2:12][CH:11]([C:14]2[S:15][CH:16]=[C:17]([C:19]([OH:21])=[O:20])[N:18]=2)[CH2:10][CH2:9]1)=[O:7])([CH3:4])([CH3:3])[CH3:2].[C:22]1(O)[C:31]2[C:26](=[CH:27][CH:28]=[CH:29][CH:30]=2)[CH:25]=[CH:24][CH:23]=1, predict the reaction product. (2) Given the reactants [OH:1][C:2]1[CH:15]=[CH:14][C:5]([CH2:6][CH:7]2[S:11][C:10](=[O:12])[NH:9][C:8]2=[O:13])=[CH:4][CH:3]=1.[OH-].[K+].S(C1C=CC(C)=CC=1)(O[CH2:22][CH2:23][C:24]1[CH:29]=[CH:28][C:27]([CH2:30][CH3:31])=[CH:26][N:25]=1)(=O)=O, predict the reaction product. The product is: [CH2:30]([C:27]1[CH:28]=[CH:29][C:24]([CH2:23][CH2:22][O:1][C:2]2[CH:15]=[CH:14][C:5]([CH2:6][CH:7]3[S:11][C:10](=[O:12])[NH:9][C:8]3=[O:13])=[CH:4][CH:3]=2)=[N:25][CH:26]=1)[CH3:31]. (3) Given the reactants Br[CH2:2][C:3]([C:5]1[CH:6]=[N:7][C:8]([N:11]2[CH2:16][CH2:15][N:14]([CH3:17])[CH2:13][CH2:12]2)=[CH:9][CH:10]=1)=O.Br.[CH3:19][O:20][C:21]1[CH:26]=[CH:25][C:24]([S:27]([NH2:30])(=[O:29])=[O:28])=[CH:23][C:22]=1[NH:31][C:32]([NH2:34])=[S:33].N, predict the reaction product. The product is: [CH3:19][O:20][C:21]1[CH:26]=[CH:25][C:24]([S:27]([NH2:30])(=[O:29])=[O:28])=[CH:23][C:22]=1[NH:31][C:32]1[S:33][CH:2]=[C:3]([C:5]2[CH:6]=[N:7][C:8]([N:11]3[CH2:16][CH2:15][N:14]([CH3:17])[CH2:13][CH2:12]3)=[CH:9][CH:10]=2)[N:34]=1.